From a dataset of Reaction yield outcomes from USPTO patents with 853,638 reactions. Predict the reaction yield, written as a fraction of the theoretical maximum amount of product (1.0 means a 100% yield; for example, 0.34 means a 34% yield). (1) The reactants are CS([O:5][CH:6]([CH:17]([CH2:28][CH2:29][CH2:30]/[CH:31]=[CH:32]\[CH2:33][CH2:34][CH2:35][CH2:36][CH3:37])[CH2:18][CH2:19][CH2:20]/[CH:21]=[CH:22]\[CH2:23][CH2:24][CH2:25][CH2:26][CH3:27])[CH2:7][CH2:8][CH2:9]/[CH:10]=[CH:11]\[CH2:12][CH2:13][CH2:14][CH2:15][CH3:16])(=O)=O.[CH3:38][N:39]([CH:41](O)[CH2:42][CH2:43][CH3:44])[CH3:40].[H-].[Na+].O. The catalyst is C1(C)C=CC=CC=1. The product is [CH2:18]([CH:17]([CH2:28][CH2:29][CH2:30]/[CH:31]=[CH:32]\[CH2:33][CH2:34][CH2:35][CH2:36][CH3:37])[CH:6]([O:5][CH2:44][CH2:43][CH2:42][CH2:41][N:39]([CH3:40])[CH3:38])[CH2:7][CH2:8][CH2:9]/[CH:10]=[CH:11]\[CH2:12][CH2:13][CH2:14][CH2:15][CH3:16])[CH2:19][CH2:20]/[CH:21]=[CH:22]\[CH2:23][CH2:24][CH2:25][CH2:26][CH3:27]. The yield is 0.130. (2) The reactants are [CH2:1]([O:3][C:4](=[O:21])[C:5](Cl)=[N:6][NH:7][C:8]1[CH:13]=[C:12]([Br:14])[CH:11]=[CH:10][C:9]=1[O:15][CH2:16][CH2:17][C:18]#[CH:19])[CH3:2].C(N(CC)CC)C. The catalyst is C1(C)C=CC=CC=1. The product is [CH2:1]([O:3][C:4]([C:5]1[CH:19]=[C:18]2[N:7]([N:6]=1)[C:8]1[CH:13]=[C:12]([Br:14])[CH:11]=[CH:10][C:9]=1[O:15][CH2:16][CH2:17]2)=[O:21])[CH3:2]. The yield is 0.850. (3) The reactants are [C:1]([C:5]1[N:9]=[C:8]([C:10]2[CH:11]=[CH:12][C:13]([NH:16][NH2:17])=[N:14][CH:15]=2)[O:7][N:6]=1)([CH3:4])([CH3:3])[CH3:2].O=[C:19]1[CH2:23][S:22][CH2:21][CH:20]1[C:24](OC)=[O:25]. No catalyst specified. The product is [C:1]([C:5]1[N:9]=[C:8]([C:10]2[CH:11]=[CH:12][C:13]([N:16]3[C:24](=[O:25])[C:20]4[CH2:21][S:22][CH2:23][C:19]=4[NH:17]3)=[N:14][CH:15]=2)[O:7][N:6]=1)([CH3:4])([CH3:2])[CH3:3]. The yield is 0.380. (4) The reactants are [O:1]=[C:2]1[C:10]2([C:14]3=[CH:15][C:16]4[O:20][CH2:19][O:18][C:17]=4[CH:21]=[C:13]3[O:12][CH2:11]2)[C:9]2[C:4](=[CH:5][CH:6]=[CH:7][CH:8]=2)[N:3]1[CH2:22][CH2:23][CH2:24][N:25]1C(=O)C2C(=CC=CC=2)C1=O.O.NN. The catalyst is C(O)C. The product is [NH2:25][CH2:24][CH2:23][CH2:22][N:3]1[C:4]2[C:9](=[CH:8][CH:7]=[CH:6][CH:5]=2)[C:10]2([C:14]3=[CH:15][C:16]4[O:20][CH2:19][O:18][C:17]=4[CH:21]=[C:13]3[O:12][CH2:11]2)[C:2]1=[O:1]. The yield is 0.750. (5) The reactants are [NH2:1][C:2]1[CH:6]=[C:5]([CH3:7])[O:4][N:3]=1.N1C=CC=CC=1.Cl[C:15](OC1C=CC=CC=1)=[O:16].[Cl:24][C:25]1[CH:31]=[C:30]([O:32][C:33]2[C:34]3[N:41]([CH2:42][CH3:43])[CH:40]=[CH:39][C:35]=3[N:36]=[CH:37][N:38]=2)[CH:29]=[CH:28][C:26]=1[NH2:27]. The catalyst is CN(C)C(=O)C. The product is [Cl:24][C:25]1[CH:31]=[C:30]([O:32][C:33]2[C:34]3[N:41]([CH2:42][CH3:43])[CH:40]=[CH:39][C:35]=3[N:36]=[CH:37][N:38]=2)[CH:29]=[CH:28][C:26]=1[NH:27][C:15]([NH:1][C:2]1[CH:6]=[C:5]([CH3:7])[O:4][N:3]=1)=[O:16]. The yield is 0.690. (6) The reactants are [NH2:1][C:2]1[CH:3]=[CH:4][C:5]([S:10]([CH:13]([CH3:15])[CH3:14])(=[O:12])=[O:11])=[C:6]([CH:9]=1)[C:7]#[N:8].Cl[C:17]([O:19][CH3:20])=[O:18]. The catalyst is N1C=CC=CC=1. The product is [C:7]([C:6]1[CH:9]=[C:2]([NH:1][C:17](=[O:18])[O:19][CH3:20])[CH:3]=[CH:4][C:5]=1[S:10]([CH:13]([CH3:15])[CH3:14])(=[O:12])=[O:11])#[N:8]. The yield is 0.880. (7) The reactants are [Br:1][C:2]1[CH:11]=[CH:10][CH:9]=[C:8]2[C:3]=1[N:4]=[C:5](Cl)[C:6]([CH2:12][CH3:13])=[N:7]2.[C:15]([NH2:19])([CH3:18])([CH3:17])[CH3:16]. The catalyst is CS(C)=O. The product is [Br:1][C:2]1[CH:11]=[CH:10][CH:9]=[C:8]2[C:3]=1[N:4]=[C:5]([NH:19][C:15]([CH3:18])([CH3:17])[CH3:16])[C:6]([CH2:12][CH3:13])=[N:7]2. The yield is 0.920.